From a dataset of Catalyst prediction with 721,799 reactions and 888 catalyst types from USPTO. Predict which catalyst facilitates the given reaction. Product: [Cl:4][CH:10]([C:9]([CH:6]1[CH2:8][CH2:7]1)=[O:16])[C:11]([O:13][CH2:14][CH3:15])=[O:12]. The catalyst class is: 4. Reactant: S(Cl)([Cl:4])(=O)=O.[CH:6]1([C:9](=[O:16])[CH2:10][C:11]([O:13][CH2:14][CH3:15])=[O:12])[CH2:8][CH2:7]1.